Dataset: Reaction yield outcomes from USPTO patents with 853,638 reactions. Task: Predict the reaction yield, written as a fraction of the theoretical maximum amount of product (1.0 means a 100% yield; for example, 0.34 means a 34% yield). (1) The reactants are [Cl:1][C:2]1[C:10]([CH3:11])=[CH:9][CH:8]=[CH:7][C:3]=1[C:4](O)=[O:5].[CH3:12][NH:13][O:14][CH3:15].CCN(CC)CC.CCCP1(OP(CCC)(=O)OP(CCC)(=O)O1)=O. The catalyst is C(Cl)Cl. The product is [Cl:1][C:2]1[C:10]([CH3:11])=[CH:9][CH:8]=[CH:7][C:3]=1[C:4]([N:13]([O:14][CH3:15])[CH3:12])=[O:5]. The yield is 0.950. (2) The reactants are C[O:2][C:3](=[O:26])[CH:4]([C:12]1[CH:17]=[CH:16][C:15]([S:18]([CH3:21])(=[O:20])=[O:19])=[C:14]([C:22]([F:25])([F:24])[F:23])[CH:13]=1)[CH2:5][CH:6]1[CH2:11][CH2:10][CH2:9][CH2:8][CH2:7]1.[OH-].[Na+]. The catalyst is C(O)C. The product is [CH:6]1([CH2:5][CH:4]([C:12]2[CH:17]=[CH:16][C:15]([S:18]([CH3:21])(=[O:20])=[O:19])=[C:14]([C:22]([F:25])([F:23])[F:24])[CH:13]=2)[C:3]([OH:26])=[O:2])[CH2:11][CH2:10][CH2:9][CH2:8][CH2:7]1. The yield is 0.970. (3) The reactants are C([O:3][C:4](=O)/[CH:5]=[CH:6]/[C:7]1[CH:12]=[C:11]([C:13]([F:16])([F:15])[F:14])[CH:10]=[CH:9][C:8]=1[C:17]([F:20])([F:19])[F:18])C.[H-].C([Al+]CC(C)C)C(C)C.CO.O. The catalyst is C(Cl)Cl. The product is [F:18][C:17]([F:19])([F:20])[C:8]1[CH:9]=[CH:10][C:11]([C:13]([F:14])([F:15])[F:16])=[CH:12][C:7]=1/[CH:6]=[CH:5]/[CH2:4][OH:3]. The yield is 1.00. (4) The reactants are [C:1]1([S:7][C:8]2[CH:17]=[C:16]3[C:11]([CH2:12][CH2:13][CH2:14][C:15]3=[O:18])=[CH:10][CH:9]=2)[CH:6]=[CH:5][CH:4]=[CH:3][CH:2]=1.[OH:19]OS([O-])=O.[K+].[OH2:25]. The catalyst is CO. The product is [C:1]1([S:7]([C:8]2[CH:17]=[C:16]3[C:11]([CH2:12][CH2:13][CH2:14][C:15]3=[O:18])=[CH:10][CH:9]=2)(=[O:19])=[O:25])[CH:6]=[CH:5][CH:4]=[CH:3][CH:2]=1. The yield is 0.590.